This data is from Reaction yield outcomes from USPTO patents with 853,638 reactions. The task is: Predict the reaction yield, written as a fraction of the theoretical maximum amount of product (1.0 means a 100% yield; for example, 0.34 means a 34% yield). (1) The reactants are [NH2:1][C:2]1[N:10]=[C:9]2[C:5]([NH:6][CH:7]=[N:8]2)=[C:4]([NH2:11])[N:3]=1.C(=O)([O-])[O-].[K+].[K+].Br[CH2:19][CH2:20][Cl:21]. The catalyst is CN(C=O)C. The product is [Cl:21][CH2:20][CH2:19][N:8]1[CH:7]=[N:6][C:5]2[C:9]1=[N:10][C:2]([NH2:1])=[N:3][C:4]=2[NH2:11]. The yield is 0.720. (2) The reactants are [Br:1][C:2]1[CH:10]=[C:9]2[C:5]([CH2:6][C:7]3([CH2:16][CH2:15][CH:14]([OH:17])[CH2:13][CH2:12]3)[C:8]2=[O:11])=[CH:4][C:3]=1[F:18].CI.[CH3:21]CC([O-])(C)C.[K+]. No catalyst specified. The product is [Br:1][C:2]1[CH:10]=[C:9]2[C:5]([CH2:6][C:7]3([CH2:16][CH2:15][CH:14]([O:17][CH3:21])[CH2:13][CH2:12]3)[C:8]2=[O:11])=[CH:4][C:3]=1[F:18]. The yield is 0.990. (3) The reactants are [Br:1][C:2]1[CH:7]=[CH:6][C:5]([C:8]2([CH3:11])[CH2:10][O:9]2)=[CH:4][CH:3]=1.[OH-].[Na+].[NH:14]1[CH:18]=[N:17][CH:16]=[N:15]1.[NH4+].[Cl-]. The catalyst is CN1C(=O)CCC1. The product is [Br:1][C:2]1[CH:7]=[CH:6][C:5]([C:8]([OH:9])([CH3:11])[CH2:10][N:14]2[CH:18]=[N:17][CH:16]=[N:15]2)=[CH:4][CH:3]=1. The yield is 0.400. (4) The reactants are [CH2:1]([O:6][C:7]1[CH:12]=[CH:11][CH:10]=[CH:9][CH:8]=1)[CH2:2][CH2:3][CH2:4][CH3:5].[Cl:13][S:14](O)(=[O:16])=[O:15]. The catalyst is C(Cl)Cl. The product is [CH2:1]([O:6][C:7]1[CH:8]=[CH:9][C:10]([S:14]([Cl:13])(=[O:16])=[O:15])=[CH:11][CH:12]=1)[CH2:2][CH2:3][CH2:4][CH3:5]. The yield is 0.600. (5) The reactants are [C:1]([O:5][C:6]1[CH:11]=[CH:10][CH:9]=[CH:8][C:7]=1[CH:12]=[CH:13][N+:14]([O-])=O)([CH3:4])([CH3:3])[CH3:2].[H-].[Al+3].[Li+].[H-].[H-].[H-]. The catalyst is O1CCCC1. The product is [C:1]([O:5][C:6]1[CH:11]=[CH:10][CH:9]=[CH:8][C:7]=1[CH2:12][CH2:13][NH2:14])([CH3:4])([CH3:3])[CH3:2]. The yield is 0.961. (6) The reactants are [CH3:1][O:2][C:3]1[CH:24]=[CH:23][C:6]([CH2:7][N:8]2[C:13](=[O:14])[C:12]([N+:15]([O-:17])=[O:16])=[C:11]([CH3:18])[N:10]([CH2:19][CH2:20][CH3:21])[C:9]2=[O:22])=[CH:5][CH:4]=1.[H-].[Na+].[Br:27]Br. The catalyst is O1CCCC1. The product is [Br:27][CH2:18][C:11]1[N:10]([CH2:19][CH2:20][CH3:21])[C:9](=[O:22])[N:8]([CH2:7][C:6]2[CH:23]=[CH:24][C:3]([O:2][CH3:1])=[CH:4][CH:5]=2)[C:13](=[O:14])[C:12]=1[N+:15]([O-:17])=[O:16]. The yield is 0.650. (7) The reactants are [Br:1][C:2]1[CH:11]=[CH:10][C:9]([N+:12]([O-])=O)=[C:8]2[C:3]=1[CH:4]=[CH:5][N:6]=[CH:7]2.[Cl-].[NH4+]. The catalyst is CO.[Fe]. The product is [Br:1][C:2]1[CH:11]=[CH:10][C:9]([NH2:12])=[C:8]2[C:3]=1[CH:4]=[CH:5][N:6]=[CH:7]2. The yield is 0.680. (8) The reactants are [F:1][C:2]([F:7])([F:6])[C:3]([OH:5])=[O:4].[CH2:8]([S:10]([N:13]1[CH2:18][CH2:17][CH:16]([C:19]2[C:27]3[C:22](=[C:23]([C:43]([NH2:45])=[O:44])[CH:24]=[C:25]([C:28]4[CH:33]=[C:32]([CH2:34][NH:35][CH2:36][C@@H:37]5CCCO5)[CH:31]=[C:30]([F:42])[CH:29]=4)[CH:26]=3)[NH:21][CH:20]=2)[CH2:15][CH2:14]1)(=[O:12])=[O:11])[CH3:9].O1CC[CH2:48][C@H:47]1[CH2:51]N. No catalyst specified. The product is [F:1][C:2]([F:7])([F:6])[C:3]([OH:5])=[O:4].[CH2:8]([S:10]([N:13]1[CH2:18][CH2:17][CH:16]([C:19]2[C:27]3[C:22](=[C:23]([C:43]([NH2:45])=[O:44])[CH:24]=[C:25]([C:28]4[CH:33]=[C:32]([CH2:34][NH:35][CH2:36][CH2:37][CH:47]([CH3:51])[CH3:48])[CH:31]=[C:30]([F:42])[CH:29]=4)[CH:26]=3)[NH:21][CH:20]=2)[CH2:15][CH2:14]1)(=[O:12])=[O:11])[CH3:9]. The yield is 0.494. (9) The reactants are [Cl:1][C:2]1[CH:7]=[CH:6][N:5]=[C:4]2[CH:8]=[C:9]([C:11]3[S:12][CH:13]=[C:14]([C:16]([O:18]C)=[O:17])[N:15]=3)[S:10][C:3]=12.[OH-].[Na+].Cl. The catalyst is CCOC(C)=O.O. The product is [Cl:1][C:2]1[CH:7]=[CH:6][N:5]=[C:4]2[CH:8]=[C:9]([C:11]3[S:12][CH:13]=[C:14]([C:16]([OH:18])=[O:17])[N:15]=3)[S:10][C:3]=12. The yield is 0.980. (10) The reactants are [Cl:1][C:2]1[CH:9]=[CH:8][C:5]([C:6]#[N:7])=[C:4](F)[CH:3]=1.O[C:12]1[C:13]([O:20][CH3:21])=[C:14]([CH:17]=[CH:18][CH:19]=1)[CH:15]=[O:16].C(=O)([O-])[O-:23].[Cs+].[Cs+].O. The catalyst is CN(C=O)C. The product is [Cl:1][C:2]1[CH:9]=[CH:8][C:5]([C:6]#[N:7])=[C:4]([O:23][C:18]2[CH:19]=[CH:12][C:13]([O:20][CH3:21])=[C:14]([CH:15]=[O:16])[CH:17]=2)[CH:3]=1. The yield is 0.900.